This data is from Blood-brain barrier penetration binary classification data from Martins et al.. The task is: Regression/Classification. Given a drug SMILES string, predict its absorption, distribution, metabolism, or excretion properties. Task type varies by dataset: regression for continuous measurements (e.g., permeability, clearance, half-life) or binary classification for categorical outcomes (e.g., BBB penetration, CYP inhibition). Dataset: bbb_martins. (1) The compound is CC(NCCn1cnc2c1c(=O)n(C)c(=O)n2C)C(O)c1ccccc1. The result is 1 (penetrates BBB). (2) The compound is Nc1ccc(S(=O)(=O)N2CC3CCC(CC3)C2)cc1. The result is 1 (penetrates BBB). (3) The drug is OCc1ccccc1. The result is 1 (penetrates BBB).